From a dataset of Forward reaction prediction with 1.9M reactions from USPTO patents (1976-2016). Predict the product of the given reaction. Given the reactants Br[C:2]1[CH:11]=[CH:10][C:5]2[C:6](=[O:9])[O:7][CH2:8][C:4]=2[C:3]=1[CH2:12][CH2:13][CH3:14].[CH2:15]([Sn](CCCC)(CCCC)CCCC)[CH:16]=[CH2:17].[Cl-].[Li+], predict the reaction product. The product is: [CH2:17]([C:2]1[CH:11]=[CH:10][C:5]2[C:6](=[O:9])[O:7][CH2:8][C:4]=2[C:3]=1[CH2:12][CH2:13][CH3:14])[CH:16]=[CH2:15].